This data is from Forward reaction prediction with 1.9M reactions from USPTO patents (1976-2016). The task is: Predict the product of the given reaction. (1) Given the reactants [C:1]([C:4]1[CH:9]=[CH:8][N:7]2[C:10]([CH3:14])=[C:11]([CH3:13])[N:12]=[C:6]2[C:5]=1[NH2:15])(=[O:3])[CH3:2].[S:16]1[CH:20]=[CH:19][C:18]([CH:21]=O)=[CH:17]1.[OH-].[Na+], predict the reaction product. The product is: [NH2:15][C:5]1[C:6]2[N:7]([C:10]([CH3:14])=[C:11]([CH3:13])[N:12]=2)[CH:8]=[CH:9][C:4]=1[C:1](=[O:3])[CH:2]=[CH:21][C:18]1[CH:19]=[CH:20][S:16][CH:17]=1. (2) The product is: [CH:14]1([NH:13][C:11](=[O:12])[C:10]2[CH:9]=[C:8]([N:6]3[CH:7]=[CH:2][N:3]=[C:4]([NH:23][C:24]([C:26]4[CH:31]=[CH:30][CH:29]=[CH:28][C:27]=4[OH:32])([CH3:25])[CH3:40])[C:5]3=[O:22])[C:19]([CH3:20])=[C:18]([F:21])[CH:17]=2)[CH2:15][CH2:16]1. Given the reactants Br[C:2]1[N:3]=[C:4]([NH:23][C:24]([CH3:40])([C:26]2[CH:31]=[CH:30][CH:29]=[CH:28][C:27]=2[O:32]CC2C=CC=CC=2)[CH3:25])[C:5](=[O:22])[N:6]([C:8]2[CH:9]=[C:10]([CH:17]=[C:18]([F:21])[C:19]=2[CH3:20])[C:11]([NH:13][CH:14]2[CH2:16][CH2:15]2)=[O:12])[CH:7]=1.C([O-])=O.[NH4+], predict the reaction product. (3) Given the reactants [F:1][C:2]1[CH:3]=[C:4]([CH:13]=[CH:14][C:15]=1[N+:16]([O-])=O)[O:5][CH2:6][CH2:7][N:8]1[CH2:12][CH2:11][CH2:10][CH2:9]1, predict the reaction product. The product is: [F:1][C:2]1[CH:3]=[C:4]([O:5][CH2:6][CH2:7][N:8]2[CH2:9][CH2:10][CH2:11][CH2:12]2)[CH:13]=[CH:14][C:15]=1[NH2:16]. (4) The product is: [Cl:15][C:16]1[CH:17]=[C:18]([CH:1]([OH:2])[C@H:3]2[CH2:7][CH2:6][N:5]([C:8]([O:10][C:11]([CH3:14])([CH3:13])[CH3:12])=[O:9])[CH2:4]2)[CH:19]=[CH:20][C:21]=1[F:22]. Given the reactants [CH:1]([C@H:3]1[CH2:7][CH2:6][N:5]([C:8]([O:10][C:11]([CH3:14])([CH3:13])[CH3:12])=[O:9])[CH2:4]1)=[O:2].[Cl:15][C:16]1[CH:17]=[C:18]([Mg]Br)[CH:19]=[CH:20][C:21]=1[F:22], predict the reaction product.